This data is from Full USPTO retrosynthesis dataset with 1.9M reactions from patents (1976-2016). The task is: Predict the reactants needed to synthesize the given product. (1) Given the product [CH3:1][O:2][C:3]1[CH:4]=[C:5]([CH:11]2[CH2:16][CH:15]([C:17]([F:18])([F:19])[F:20])[N:14]3[N:21]=[C:22]([C:24]4[CH:25]=[CH:26][C:27]([C:30]([OH:35])=[O:32])=[N:28][CH:29]=4)[CH:23]=[C:13]3[NH:12]2)[CH:6]=[CH:7][C:8]=1[O:9][CH3:10], predict the reactants needed to synthesize it. The reactants are: [CH3:1][O:2][C:3]1[CH:4]=[C:5]([CH:11]2[CH2:16][CH:15]([C:17]([F:20])([F:19])[F:18])[N:14]3[N:21]=[C:22]([C:24]4[CH:25]=[CH:26][C:27]([C:30]#N)=[N:28][CH:29]=4)[CH:23]=[C:13]3[NH:12]2)[CH:6]=[CH:7][C:8]=1[O:9][CH3:10].[OH-:32].[Na+].Cl.[OH2:35]. (2) Given the product [C:4](#[N+:5][O-:6])[C:3]1[CH:7]=[CH:8][CH:9]=[CH:10][CH:2]=1, predict the reactants needed to synthesize it. The reactants are: Cl[C:2]1[CH:10]=[CH:9][CH:8]=[CH:7][C:3]=1[CH:4]=[N:5][OH:6].C(N(CC)CC)C. (3) Given the product [CH2:23]([O:22][C:21]([N:20]([CH2:19][C:18]1[CH:32]=[C:14]([NH:13][C:11]([O:10][CH2:9][C@@H:8]([C:5]2[CH:6]=[CH:7][C:2]([B:46]([OH:47])[OH:45])=[CH:3][C:4]=2[CH3:41])[CH3:40])=[O:12])[CH:15]=[C:16]([F:39])[C:17]=1[O:33][C@@H:34]1[CH2:38][CH2:37][O:36][CH2:35]1)[CH3:31])=[O:30])[C:24]1[CH:29]=[CH:28][CH:27]=[CH:26][CH:25]=1, predict the reactants needed to synthesize it. The reactants are: Br[C:2]1[CH:7]=[CH:6][C:5]([C@@H:8]([CH3:40])[CH2:9][O:10][C:11]([NH:13][C:14]2[CH:15]=[C:16]([F:39])[C:17]([O:33][C@@H:34]3[CH2:38][CH2:37][O:36][CH2:35]3)=[C:18]([CH:32]=2)[CH2:19][N:20]([CH3:31])[C:21](=[O:30])[O:22][CH2:23][C:24]2[CH:29]=[CH:28][CH:27]=[CH:26][CH:25]=2)=[O:12])=[C:4]([CH3:41])[CH:3]=1.CC1(C)C[O:47][B:46](B2OCC(C)(C)CO2)[O:45]C1.CC([O-])=O.[K+]. (4) Given the product [CH3:8][C:6]1[CH:5]=[CH:4][C:3]([C:35]#[N:36])=[C:2]([N:31]2[CH2:32][CH2:33][C:28](=[CH:27][C:26]#[C:25][C:21]3[CH:22]=[CH:23][CH:24]=[C:19]([Br:18])[N:20]=3)[CH2:29][CH2:30]2)[N:7]=1, predict the reactants needed to synthesize it. The reactants are: C[C:2]1[N:7]=[C:6]([C:8]#CC(C2CCNCC2)O)[CH:5]=[CH:4][CH:3]=1.[Br:18][C:19]1[CH:24]=[CH:23][CH:22]=[C:21]([C:25]#[C:26][CH:27]=[C:28]2[CH2:33][CH2:32][NH:31][CH2:30][CH2:29]2)[N:20]=1.Cl[C:35]1C([N+]([O-])=O)=CC=C(C)[N:36]=1. (5) Given the product [N:15]1([CH2:2][C:3]2[N:4]=[N:5][C:6]3[C:7](=[C:9]([NH2:14])[N:10]=[C:11]([NH2:13])[N:12]=3)[N:8]=2)[CH2:20][CH2:19][CH2:18][CH2:17][CH2:16]1, predict the reactants needed to synthesize it. The reactants are: Cl[CH2:2][C:3]1[N:4]=[N:5][C:6]2[C:7](=[C:9]([NH2:14])[N:10]=[C:11]([NH2:13])[N:12]=2)[N:8]=1.[NH:15]1[CH2:20][CH2:19][CH2:18][CH2:17][CH2:16]1. (6) Given the product [CH3:22][O:21][C:16]1[CH:15]=[C:14]([O:23][CH3:24])[CH:13]=[C:12]2[C:17]=1[C:18](=[O:20])[NH:19][C:10]([C:3]1[CH:4]=[CH:5][C:6]([O:8][CH3:9])=[CH:7][C:2]=1[CH:30]1[CH2:31][CH2:32][N:28]([CH3:27])[CH2:29]1)=[N:11]2, predict the reactants needed to synthesize it. The reactants are: F[C:2]1[CH:7]=[C:6]([O:8][CH3:9])[CH:5]=[CH:4][C:3]=1[C:10]1[NH:19][C:18](=[O:20])[C:17]2[C:12](=[CH:13][C:14]([O:23][CH3:24])=[CH:15][C:16]=2[O:21][CH3:22])[N:11]=1.Cl.Cl.[CH3:27][N:28]1[CH2:32][CH2:31][CH:30](N)[CH2:29]1.C[Si]([N-][Si](C)(C)C)(C)C.[Li+]. (7) Given the product [CH2:14]([C:18]1([NH:47][CH3:48])[CH2:23][CH2:22][CH:21]([CH2:24][O:25][CH2:26][C:27]2[C:35]3[C:30](=[CH:31][CH:32]=[C:33]([C:36]([F:38])([F:39])[F:37])[CH:34]=3)[NH:29][CH:28]=2)[CH2:20][CH2:19]1)[CH2:15][CH2:16][CH3:17], predict the reactants needed to synthesize it. The reactants are: O.[F-].C([N+](C)(C)C)C1C=CC=CC=1.[CH2:14]([C:18]1([NH:47][CH3:48])[CH2:23][CH2:22][CH:21]([CH2:24][O:25][CH2:26][C:27]2[C:35]3[C:30](=[CH:31][CH:32]=[C:33]([C:36]([F:39])([F:38])[F:37])[CH:34]=3)[NH:29][C:28]=2[Si](CC)(CC)CC)[CH2:20][CH2:19]1)[CH2:15][CH2:16][CH3:17]. (8) Given the product [NH2:22][C:21]1[C:3]([C:1]#[N:2])=[C:4]([CH:18]=[CH:19][CH:20]=1)[O:5][CH2:6][CH:7]1[CH2:12][CH2:11][CH2:10][CH2:9][N:8]1[C:13]([NH:15][CH2:16][CH3:17])=[O:14], predict the reactants needed to synthesize it. The reactants are: [C:1]([C:3]1[C:21]([N+:22]([O-])=O)=[CH:20][CH:19]=[CH:18][C:4]=1[O:5][CH2:6][CH:7]1[CH2:12][CH2:11][CH2:10][CH2:9][N:8]1[C:13]([NH:15][CH2:16][CH3:17])=[O:14])#[N:2].C1CCCCC=1. (9) Given the product [Cl:18][C:19]1[CH:25]=[CH:24][C:22]([N:23]2[C:9]([C:26]#[N:27])=[C:8]3[C:7]([CH:6]=[C:5]([N+:15]([O-:17])=[O:16])[C:4]([CH:1]4[CH2:2][CH2:3]4)=[CH:11]3)=[N+:12]2[O-:14])=[CH:21][CH:20]=1, predict the reactants needed to synthesize it. The reactants are: [CH:1]1([C:4]2[C:5]([N+:15]([O-:17])=[O:16])=[CH:6][C:7]([N+:12]([O-:14])=O)=[C:8]([CH:11]=2)[CH:9]=O)[CH2:3][CH2:2]1.[Cl:18][C:19]1[CH:25]=[CH:24][C:22]([NH2:23])=[CH:21][CH:20]=1.[C-:26]#[N:27].[Na+].C(OC(=O)C)(=O)C.